This data is from Reaction yield outcomes from USPTO patents with 853,638 reactions. The task is: Predict the reaction yield, written as a fraction of the theoretical maximum amount of product (1.0 means a 100% yield; for example, 0.34 means a 34% yield). (1) The reactants are Br[CH2:2][C:3]1[CH:4]=[N:5][C:6]2[C:11]([C:12]=1[Cl:13])=[CH:10][CH:9]=[CH:8][CH:7]=2.[CH3:14][C:15]1[N:20]=[C:19]([SH:21])[N:18]=[C:17]([OH:22])[CH:16]=1.C(N(CC)CC)C. The catalyst is C(O)C. The product is [ClH:13].[Cl:13][C:12]1[C:11]2[C:6](=[CH:7][CH:8]=[CH:9][CH:10]=2)[N:5]=[CH:4][C:3]=1[CH2:2][S:21][C:19]1[N:18]=[C:17]([OH:22])[CH:16]=[C:15]([CH3:14])[N:20]=1. The yield is 0.790. (2) The reactants are [CH3:1][N:2]1[CH:6]=[C:5]([N+:7]([O-])=O)[N:4]=[C:3]1[CH3:10].[CH3:11][C:12]([O:15][C:16](O[C:16]([O:15][C:12]([CH3:14])([CH3:13])[CH3:11])=[O:17])=[O:17])([CH3:14])[CH3:13].C(N(CC)CC)C. The catalyst is [Pd].C(O)C. The product is [CH3:1][N:2]1[CH:6]=[C:5]([NH:7][C:16](=[O:17])[O:15][C:12]([CH3:14])([CH3:13])[CH3:11])[N:4]=[C:3]1[CH3:10]. The yield is 0.400. (3) The product is [Br:9][C:5]1[CH:6]=[C:7]([O:8][CH2:12][C:13]2[CH:14]=[N:15][CH:16]=[CH:17][CH:18]=2)[C:2]([NH2:1])=[N:3][CH:4]=1. The catalyst is CC(C)=O.O. The reactants are [NH2:1][C:2]1[C:7]([OH:8])=[CH:6][C:5]([Br:9])=[CH:4][N:3]=1.Cl.Cl[CH2:12][C:13]1[CH:14]=[N:15][CH:16]=[CH:17][CH:18]=1.C([O-])([O-])=O.[K+].[K+].[Na+].[I-]. The yield is 0.290. (4) The reactants are [C:1]([C:5]1[CH:9]=[C:8]([NH2:10])[N:7]([CH2:11][C@@H:12]2[CH2:16][CH2:15][CH2:14][O:13]2)[N:6]=1)([CH3:4])([CH3:3])[CH3:2].[Cl:17][C:18]1[CH:19]=[CH:20][C:21]([O:27][CH3:28])=[C:22]([CH:26]=1)[C:23](Cl)=[O:24].C(N(CC)CC)C.O. The yield is 0.420. The catalyst is C(Cl)Cl. The product is [C:1]([C:5]1[CH:9]=[C:8]([NH:10][C:23](=[O:24])[C:22]2[CH:26]=[C:18]([Cl:17])[CH:19]=[CH:20][C:21]=2[O:27][CH3:28])[N:7]([CH2:11][C@@H:12]2[CH2:16][CH2:15][CH2:14][O:13]2)[N:6]=1)([CH3:4])([CH3:2])[CH3:3]. (5) The reactants are [OH2:1].[NH2:2][C@@H:3]([CH2:7][CH:8]1[CH2:13][CH2:12][CH2:11][CH2:10][CH2:9]1)[C:4]([OH:6])=[O:5].[C:14](#N)[CH3:15]. No catalyst specified. The product is [CH:8]1([CH2:7][C@H:3]([N:2]2[CH2:15][C:14]3[C:9](=[CH:8][CH:7]=[CH:3][CH:4]=3)[C:10]2=[O:1])[C:4]([OH:6])=[O:5])[CH2:13][CH2:12][CH2:11][CH2:10][CH2:9]1. The yield is 0.780. (6) The reactants are [Br:1][C:2]1[CH:3]=[CH:4][C:5]([O:10][C@@H:11]2[CH:16]=[CH:15][CH2:14][O:13][CH2:12]2)=[C:6]([CH:9]=1)[CH:7]=O.Cl.[NH2:18][OH:19].O.O.O.C([O-])(=O)C.[Na+]. The catalyst is C(O)C.C(OCC)(=O)C. The product is [Br:1][C:2]1[CH:3]=[CH:4][C:5]([O:10][C@@H:11]2[CH:16]=[CH:15][CH2:14][O:13][CH2:12]2)=[C:6]([CH:9]=1)[CH:7]=[N:18][OH:19]. The yield is 0.950. (7) The reactants are Br[C:2]1[CH:3]=[C:4]2[C:9](=[N:10][CH:11]=1)[NH:8][CH2:7][CH2:6][CH:5]2[O:12][C:13]1[CH:18]=[CH:17][CH:16]=[C:15]([Cl:19])[CH:14]=1.[CH3:20][N:21]1[CH2:26][CH2:25][N:24]([C:27]2[CH:32]=[C:31](B3OC(C)(C)C(C)(C)O3)[CH:30]=[CH:29][N:28]=2)[CH2:23][CH2:22]1. The catalyst is C(OCC)(=O)C.CCCCCC. The product is [Cl:19][C:15]1[CH:14]=[C:13]([CH:18]=[CH:17][CH:16]=1)[O:12][CH:5]1[C:4]2[C:9](=[N:10][CH:11]=[C:2]([C:31]3[CH:30]=[CH:29][N:28]=[C:27]([N:24]4[CH2:23][CH2:22][N:21]([CH3:20])[CH2:26][CH2:25]4)[CH:32]=3)[CH:3]=2)[NH:8][CH2:7][CH2:6]1. The yield is 0.360.